This data is from Drug-target binding data from BindingDB using IC50 measurements. The task is: Regression. Given a target protein amino acid sequence and a drug SMILES string, predict the binding affinity score between them. We predict pIC50 (pIC50 = -log10(IC50 in M); higher means more potent). Dataset: bindingdb_ic50. The small molecule is S=C(Nc1cc(Cl)ccc1Cl)Nn1cnnc1. The target protein sequence is MDKKAREYAQDALKFIQRSGSNFLACKNLKERLENNGFINLSEGETWNLNKNEGYVLCKENRNICGFFVGKNFNIDTGSILISIGHIDSCALKISPNNNVIKKKIHQINVECYGSGLWHTWFDRSLGLSGQVLYKKGNKLVEKLIQINKSVLFLPSLAIHLQNRTRYDFSVKINYENHIKPIISTTLFNQLNKCKRNNVHHDTILTTDTKFSHKENSQNKRDDQMCHSFNDKDVSNHNLDKNTIEHLTNQQNEEKNKHTKDNPNSKDIVEHINTDNSYPLLYLLSKELNCKEEDILDFELCLMDTQEPCFTGVYEEFIEGARFDNLLGSFCVFEGFIELVNSIKNHTSNENTNHTNNITNDINDNIHNNLYISIGYDHEEIGSLSEVGARSYCTKNFIDRIISSVFKKEIHEKNLSVQEIYGNLVNRSFILNVDMAHCSHPNYPETVQDNHQLFFHEGIAIKYNTNKNYVTSPLHASLIKRTFELYYNKYKQQIKYQNFM.... The pIC50 is 6.2.